From a dataset of Forward reaction prediction with 1.9M reactions from USPTO patents (1976-2016). Predict the product of the given reaction. (1) Given the reactants [C:1]([O:6]C)(=[O:5])[C:2]([CH3:4])=[CH2:3].[C:8](OC)(=O)[CH:9]=[CH2:10].[C:14]1(C)[C:15](C)=[CH:16]C=[CH:18][CH:19]=1, predict the reaction product. The product is: [CH2:10]=[CH:9][C:8]1[CH:16]=[CH:15][CH:14]=[CH:19][CH:18]=1.[C:1]([O-:6])(=[O:5])[C:2]([CH3:4])=[CH2:3]. (2) Given the reactants [Br:1][C:2]1[CH:3]=[C:4]([N+:9]([O-])=O)[C:5]([Cl:8])=[N:6][CH:7]=1.[CH:12]([Mg]Br)=[CH:13][CH3:14], predict the reaction product. The product is: [Br:1][C:2]1[CH:7]=[N:6][C:5]([Cl:8])=[C:4]2[NH:9][CH:12]=[C:13]([CH3:14])[C:3]=12. (3) Given the reactants [F:1][C:2]1[CH:3]=[C:4]2[C:8](=[CH:9][CH:10]=1)[NH:7][CH:6]=[C:5]2[CH2:11][CH2:12][NH2:13].[CH3:14][C:15]1[N:16]=[C:17]([C:23]2[CH:28]=[CH:27][C:26]([CH3:29])=[CH:25][CH:24]=2)[S:18][C:19]=1[C:20](O)=[O:21].CN(C(ON1N=NC2C=CC=NC1=2)=[N+](C)C)C.F[P-](F)(F)(F)(F)F.C(N(CC)C(C)C)(C)C, predict the reaction product. The product is: [F:1][C:2]1[CH:3]=[C:4]2[C:8](=[CH:9][CH:10]=1)[NH:7][CH:6]=[C:5]2[CH2:11][CH2:12][NH:13][C:20]([C:19]1[S:18][C:17]([C:23]2[CH:28]=[CH:27][C:26]([CH3:29])=[CH:25][CH:24]=2)=[N:16][C:15]=1[CH3:14])=[O:21]. (4) Given the reactants [Cl:1][C:2]1[CH:12]=[CH:11][C:5]([CH2:6][B-](F)(F)F)=[CH:4][CH:3]=1.[K+].[CH3:14][O:15][C:16](=[O:42])[C:17]1[CH:22]=[C:21]([C:23](=[O:31])[C:24]2[CH:29]=[CH:28][C:27](Br)=[CH:26][N:25]=2)[CH:20]=[CH:19][C:18]=1[C:32](=[O:41])[C:33]1[CH:38]=[CH:37][CH:36]=[C:35]([O:39][CH3:40])[CH:34]=1.C([O-])([O-])=O.[Cs+].[Cs+].O, predict the reaction product. The product is: [CH3:14][O:15][C:16](=[O:42])[C:17]1[CH:22]=[C:21]([C:23](=[O:31])[C:24]2[CH:29]=[CH:28][C:27]([CH2:6][C:5]3[CH:11]=[CH:12][C:2]([Cl:1])=[CH:3][CH:4]=3)=[CH:26][N:25]=2)[CH:20]=[CH:19][C:18]=1[C:32](=[O:41])[C:33]1[CH:38]=[CH:37][CH:36]=[C:35]([O:39][CH3:40])[CH:34]=1.